From a dataset of Catalyst prediction with 721,799 reactions and 888 catalyst types from USPTO. Predict which catalyst facilitates the given reaction. (1) Reactant: [CH2:1]([N:3]([CH2:38][CH3:39])[CH2:4][CH2:5][CH2:6][NH:7][C:8]1[N:9]=[C:10]([C:27]2[CH:28]=[C:29]([CH:33]=[C:34](F)[C:35]=2[CH3:36])[C:30](O)=[O:31])[C:11]2[CH:17]=[CH:16][C:15](=[O:18])[N:14]([C:19]3[C:24]([F:25])=[CH:23][CH:22]=[CH:21][C:20]=3[F:26])[C:12]=2[N:13]=1)[CH3:2].CN(C(ON1N=[N:55][C:50]2C=CC=CC1=2)=[N+](C)C)C.[F:57][P-](F)(F)(F)(F)F.C(N(CC)CC)C.CN. Product: [CH2:1]([N:3]([CH2:38][CH3:39])[CH2:4][CH2:5][CH2:6][NH:7][C:8]1[N:9]=[C:10]([C:27]2[C:28]([F:57])=[C:29]([CH:33]=[CH:34][C:35]=2[CH3:36])[C:30]([NH:55][CH3:50])=[O:31])[C:11]2[CH:17]=[CH:16][C:15](=[O:18])[N:14]([C:19]3[C:20]([F:26])=[CH:21][CH:22]=[CH:23][C:24]=3[F:25])[C:12]=2[N:13]=1)[CH3:2]. The catalyst class is: 198. (2) Reactant: C(OP(C[C:10]1[CH:15]=[CH:14][C:13]([O:16][CH3:17])=[CH:12][CH:11]=1)(=O)OCC)C.[CH3:18][O-].[Na+].[CH3:21][O:22][C:23]1[CH:24]=[C:25]([CH:28]=[C:29]([O:31][CH3:32])[CH:30]=1)[CH:26]=O. Product: [CH3:21][O:22][C:23]1[CH:24]=[C:25]([CH:26]=[CH:18][C:11]2[CH:10]=[CH:15][CH:14]=[C:13]([O:16][CH3:17])[CH:12]=2)[CH:28]=[C:29]([O:31][CH3:32])[CH:30]=1. The catalyst class is: 3. (3) Reactant: [NH2:1][C:2]1[C:10]([N+:11]([O-:13])=[O:12])=[CH:9][C:5]([C:6]([OH:8])=[O:7])=[CH:4][C:3]=1[Br:14].[CH3:15][Si](C=[N+]=[N-])(C)C. Product: [NH2:1][C:2]1[C:10]([N+:11]([O-:13])=[O:12])=[CH:9][C:5]([C:6]([O:8][CH3:15])=[O:7])=[CH:4][C:3]=1[Br:14]. The catalyst class is: 98.